From a dataset of Reaction yield outcomes from USPTO patents with 853,638 reactions. Predict the reaction yield, written as a fraction of the theoretical maximum amount of product (1.0 means a 100% yield; for example, 0.34 means a 34% yield). (1) The reactants are [Br:1][C:2]1[CH:7]=[CH:6][N+:5]([O-])=[C:4]2[NH:9][CH:10]=[CH:11][C:3]=12.CS([Cl:16])(=O)=O. The catalyst is CN(C)C=O. The product is [Br:1][C:2]1[CH:7]=[C:6]([Cl:16])[N:5]=[C:4]2[NH:9][CH:10]=[CH:11][C:3]=12. The yield is 0.890. (2) The yield is 0.340. The catalyst is CO. The product is [NH:15]1[C:23]2[C:18](=[CH:19][CH:20]=[C:21](/[CH:24]=[C:10]3/[C:2](=[O:1])[NH:3][C:4]4[C:9]/3=[CH:8][C:7]([NH:11][C:12](=[O:14])[CH3:13])=[CH:6][CH:5]=4)[CH:22]=2)[CH:17]=[N:16]1. The reactants are [O:1]=[C:2]1[CH2:10][C:9]2[C:4](=[CH:5][CH:6]=[C:7]([NH:11][C:12](=[O:14])[CH3:13])[CH:8]=2)[NH:3]1.[NH:15]1[C:23]2[C:18](=[CH:19][CH:20]=[C:21]([CH:24]=O)[CH:22]=2)[CH:17]=[N:16]1.N1CCCCC1. (3) The catalyst is C(Cl)Cl.CN(C=O)C.C(Cl)(Cl)Cl.CC(O)C. The yield is 0.480. The product is [NH2:38][C:34]1[C:35]2[C:30](=[CH:29][C:28]([CH2:27][NH:26][C:9]([C:8]3[C:4]([CH:1]4[CH2:3][CH2:2]4)=[N:5][N:6]([CH2:12][C:13]4[CH:18]=[CH:17][C:16]([CH2:19][N:20]5[CH:24]=[C:23]([CH3:25])[CH:22]=[N:21]5)=[CH:15][CH:14]=4)[CH:7]=3)=[O:10])=[CH:37][CH:36]=2)[CH:31]=[CH:32][N:33]=1. The reactants are [CH:1]1([C:4]2[C:8]([C:9](O)=[O:10])=[CH:7][N:6]([CH2:12][C:13]3[CH:18]=[CH:17][C:16]([CH2:19][N:20]4[CH:24]=[C:23]([CH3:25])[CH:22]=[N:21]4)=[CH:15][CH:14]=3)[N:5]=2)[CH2:3][CH2:2]1.[NH2:26][CH2:27][C:28]1[CH:29]=[C:30]2[C:35](=[CH:36][CH:37]=1)[C:34]([NH2:38])=[N:33][CH:32]=[CH:31]2.C1C=CC2N(O)N=NC=2C=1.C(N(CC)CC)C.CCN=C=NCCCN(C)C.Cl. (4) The reactants are [Br:1][C:2]1[CH:3]=[C:4]([CH:8]([NH:12][C:13]([O:15][C:16]([CH3:19])([CH3:18])[CH3:17])=[O:14])[C:9]([OH:11])=[O:10])[CH:5]=[CH:6][CH:7]=1.[H-].[Na+].[CH3:22]I.[Cl-].[Na+].Cl. The catalyst is C1COCC1. The product is [Br:1][C:2]1[CH:3]=[C:4]([CH:8]([N:12]([C:13]([O:15][C:16]([CH3:19])([CH3:18])[CH3:17])=[O:14])[CH3:22])[C:9]([OH:11])=[O:10])[CH:5]=[CH:6][CH:7]=1. The yield is 0.760. (5) The reactants are [F:1][C:2]1[CH:7]=[C:6]([O:8][C:9]2[CH:14]=[CH:13][N:12]=[C:11]([C:15]3[CH:16]=[N:17][N:18]([CH3:20])[CH:19]=3)[CH:10]=2)[C:5]([F:21])=[CH:4][C:3]=1[NH:22][C:23]([C:25]1([C:28]([O:30]C)=[O:29])[CH2:27][CH2:26]1)=[O:24].O.O.[OH-].[Li+:35]. The catalyst is C1COCC1. The product is [F:1][C:2]1[CH:7]=[C:6]([O:8][C:9]2[CH:14]=[CH:13][N:12]=[C:11]([C:15]3[CH:16]=[N:17][N:18]([CH3:20])[CH:19]=3)[CH:10]=2)[C:5]([F:21])=[CH:4][C:3]=1[NH:22][C:23]([C:25]1([C:28]([O-:30])=[O:29])[CH2:27][CH2:26]1)=[O:24].[Li+:35]. The yield is 0.860. (6) The reactants are [F:1][C:2]1[C:25]([F:26])=[CH:24][CH:23]=[CH:22][C:3]=1[CH2:4][N:5]1[C:9]2=[N:10][C:11]([CH3:21])=[C:12]([CH:15]([OH:20])[C:16]([O:18][CH3:19])=[O:17])[C:13]([I:14])=[C:8]2[CH:7]=[CH:6]1.CC(OI1(OC(C)=O)(OC(C)=O)OC(=O)C2C=CC=CC1=2)=O.[O-]S([O-])(=S)=O.[Na+].[Na+].O. The catalyst is ClCCl. The product is [F:1][C:2]1[C:25]([F:26])=[CH:24][CH:23]=[CH:22][C:3]=1[CH2:4][N:5]1[C:9]2=[N:10][C:11]([CH3:21])=[C:12]([C:15](=[O:20])[C:16]([O:18][CH3:19])=[O:17])[C:13]([I:14])=[C:8]2[CH:7]=[CH:6]1. The yield is 0.760.